Dataset: Forward reaction prediction with 1.9M reactions from USPTO patents (1976-2016). Task: Predict the product of the given reaction. (1) Given the reactants [Cl:1][C:2]1[CH:7]=[CH:6][CH:5]=[CH:4][C:3]=1[C:8]1[CH:17]=[C:16]2[C:11]([CH:12]=[C:13]([NH:18][C:19]([CH:21]3[CH2:23][CH2:22]3)=[O:20])[N:14]=[CH:15]2)=[C:10]([C:24]#[CH:25])[N:9]=1, predict the reaction product. The product is: [Cl:1][C:2]1[CH:7]=[CH:6][CH:5]=[CH:4][C:3]=1[C:8]1[CH:17]=[C:16]2[C:11]([CH:12]=[C:13]([NH:18][C:19]([CH:21]3[CH2:22][CH2:23]3)=[O:20])[N:14]=[CH:15]2)=[C:10]([CH2:24][CH3:25])[N:9]=1. (2) Given the reactants [NH2:1][CH2:2][CH:3]1[CH2:8][CH2:7][O:6][CH2:5][CH2:4]1.[CH3:9][O:10][C:11](=[O:16])[CH2:12][C:13](=O)[CH3:14].[CH3:17][O:18][C:19](=[O:22])[C:20]#[CH:21], predict the reaction product. The product is: [CH3:17][O:18][C:19](=[O:22])[CH:20]=[CH:21][C:12](=[C:13]([NH:1][CH2:2][CH:3]1[CH2:8][CH2:7][O:6][CH2:5][CH2:4]1)[CH3:14])[C:11]([O:10][CH3:9])=[O:16].